Binary Classification. Given a T-cell receptor sequence (or CDR3 region) and an epitope sequence, predict whether binding occurs between them. From a dataset of TCR-epitope binding with 47,182 pairs between 192 epitopes and 23,139 TCRs. (1) The epitope is VVYRGTTTY. The TCR CDR3 sequence is CASSFGTGGSEEQYF. Result: 0 (the TCR does not bind to the epitope). (2) The epitope is KLSALGINAV. The TCR CDR3 sequence is CASSPRESYEQYF. Result: 0 (the TCR does not bind to the epitope).